Dataset: Catalyst prediction with 721,799 reactions and 888 catalyst types from USPTO. Task: Predict which catalyst facilitates the given reaction. Reactant: [C:1]([C:11]1[S:12][C:13]([C:27]([CH3:30])([CH3:29])[CH3:28])=[CH:14][C:15]=1[NH:16][C:17]([NH:19][C:20]1[CH:25]=[CH:24][C:23]([CH3:26])=[CH:22][CH:21]=1)=[O:18])([O:3]CC1C=CC=CC=1)=[O:2]. Product: [C:1]([C:11]1[S:12][C:13]([C:27]([CH3:30])([CH3:29])[CH3:28])=[CH:14][C:15]=1[NH:16][C:17]([NH:19][C:20]1[CH:25]=[CH:24][C:23]([CH3:26])=[CH:22][CH:21]=1)=[O:18])([OH:3])=[O:2]. The catalyst class is: 50.